The task is: Predict the product of the given reaction.. This data is from Forward reaction prediction with 1.9M reactions from USPTO patents (1976-2016). (1) Given the reactants C(OC([N:8]1[C@@H:12]([CH2:13][CH2:14][C:15]2[CH:20]=[CH:19][C:18]([N:21]([C:23](=[O:31])[C:24]3[CH:29]=[CH:28][C:27]([Cl:30])=[CH:26][CH:25]=3)[CH3:22])=[CH:17][CH:16]=2)[CH2:11][O:10]C1(C)C)=O)(C)(C)C.O.FC(F)(F)C(O)=O.[OH-].[Na+], predict the reaction product. The product is: [NH2:8][C@H:12]([CH2:11][OH:10])[CH2:13][CH2:14][C:15]1[CH:16]=[CH:17][C:18]([N:21]([CH3:22])[C:23](=[O:31])[C:24]2[CH:29]=[CH:28][C:27]([Cl:30])=[CH:26][CH:25]=2)=[CH:19][CH:20]=1. (2) Given the reactants [CH2:1]([C:4]1[CH:28]=[CH:27][C:7]([CH2:8][N:9]([CH2:22][C:23]([O:25]C)=[O:24])[C:10](=[O:21])[CH2:11][C:12]2[CH:17]=[CH:16][C:15]([CH2:18][CH2:19][CH3:20])=[CH:14][CH:13]=2)=[CH:6][CH:5]=1)[CH2:2][CH3:3].[OH-].[Na+].Cl, predict the reaction product. The product is: [CH2:1]([C:4]1[CH:5]=[CH:6][C:7]([CH2:8][N:9]([CH2:22][C:23]([OH:25])=[O:24])[C:10](=[O:21])[CH2:11][C:12]2[CH:13]=[CH:14][C:15]([CH2:18][CH2:19][CH3:20])=[CH:16][CH:17]=2)=[CH:27][CH:28]=1)[CH2:2][CH3:3]. (3) Given the reactants [OH:1][C:2]([C:14]1[CH:19]=[CH:18][CH:17]=[C:16]([O:20][CH3:21])[CH:15]=1)([C:6]1[CH:11]=[CH:10][CH:9]=[C:8]([O:12][CH3:13])[CH:7]=1)[C:3]([OH:5])=[O:4].C1N=CN(C(N2C=NC=C2)=O)C=1.[N:34]12[CH2:41][CH2:40][CH:37]([CH2:38][CH2:39]1)[C@@H:36](O)[CH2:35]2, predict the reaction product. The product is: [N:34]12[CH2:41][CH2:40][CH:37]([CH2:38][CH2:39]1)[C@@H:36]([O:4][C:3](=[O:5])[C:2]([OH:1])([C:6]1[CH:11]=[CH:10][CH:9]=[C:8]([O:12][CH3:13])[CH:7]=1)[C:14]1[CH:19]=[CH:18][CH:17]=[C:16]([O:20][CH3:21])[CH:15]=1)[CH2:35]2. (4) Given the reactants [Cl:1][C:2]1[CH:3]=[C:4]([F:19])[CH:5]=[C:6]2[C:10]=1[NH:9][C:8](=[O:11])[C:7]2([CH2:14][CH2:15][CH2:16][CH2:17]Cl)[CH2:12][CH3:13].[F:20][C:21]1[CH:26]=[CH:25][C:24]([N:27]2[CH2:32][CH2:31][NH:30][CH2:29][CH2:28]2)=[CH:23][CH:22]=1, predict the reaction product. The product is: [Cl:1][C:2]1[CH:3]=[C:4]([F:19])[CH:5]=[C:6]2[C:10]=1[NH:9][C:8](=[O:11])[C:7]2([CH2:12][CH3:13])[CH2:14][CH2:15][CH2:16][CH2:17][N:30]1[CH2:29][CH2:28][N:27]([C:24]2[CH:23]=[CH:22][C:21]([F:20])=[CH:26][CH:25]=2)[CH2:32][CH2:31]1. (5) The product is: [Cl:20][C:17]1[CH:18]=[CH:19][C:12]2[CH2:11][CH2:10][NH:9][CH2:15][CH2:14][C:13]=2[C:16]=1[CH2:21][NH:22][C:23]1[CH:28]=[CH:27][C:26]([C:29](=[O:38])[NH:30][CH:31]2[CH2:32][CH2:33][CH2:34][CH2:35][CH2:36][CH2:37]2)=[CH:25][CH:24]=1. Given the reactants Cl.C(OC([N:9]1[CH2:15][CH2:14][C:13]2[C:16]([CH2:21][NH:22][C:23]3[CH:28]=[CH:27][C:26]([C:29](=[O:38])[NH:30][CH:31]4[CH2:37][CH2:36][CH2:35][CH2:34][CH2:33][CH2:32]4)=[CH:25][CH:24]=3)=[C:17]([Cl:20])[CH:18]=[CH:19][C:12]=2[CH2:11][CH2:10]1)=O)(C)(C)C, predict the reaction product. (6) Given the reactants Cl.[C:2]([CH2:5][O:6][NH2:7])([OH:4])=[O:3].[C:2]([CH2:5][O:6][NH2:7])([OH:4])=[O:3].[C:14](O[C:14]([O:16][C:17]([CH3:20])([CH3:19])[CH3:18])=[O:15])([O:16][C:17]([CH3:20])([CH3:19])[CH3:18])=[O:15].Cl, predict the reaction product. The product is: [C:14]([NH:7][O:6][CH2:5][C:2]([OH:4])=[O:3])([O:16][C:17]([CH3:20])([CH3:19])[CH3:18])=[O:15].